This data is from Reaction yield outcomes from USPTO patents with 853,638 reactions. The task is: Predict the reaction yield, written as a fraction of the theoretical maximum amount of product (1.0 means a 100% yield; for example, 0.34 means a 34% yield). (1) The reactants are Br[C:2]1[N:10]2[C:5]([N:6]=[N:7][C:8]3[C:14]([O:15][CH3:16])=[CH:13][C:12]([C:17]([F:20])([F:19])[F:18])=[CH:11][C:9]=32)=[C:4]([CH3:21])[N:3]=1.C(=O)([O-])[O-].[K+].[K+].[Cl:28][C:29]1[CH:34]=[CH:33][CH:32]=[CH:31][C:30]=1B(O)O. The catalyst is O1CCOCC1.O. The product is [Cl:28][C:29]1[CH:34]=[CH:33][CH:32]=[CH:31][C:30]=1[C:2]1[N:10]2[C:5]([N:6]=[N:7][C:8]3[C:14]([O:15][CH3:16])=[CH:13][C:12]([C:17]([F:20])([F:19])[F:18])=[CH:11][C:9]=32)=[C:4]([CH3:21])[N:3]=1. The yield is 0.920. (2) The reactants are [Cl:1][C:2]1[CH:7]=[CH:6][C:5]([CH:8]([CH2:13]O)[C:9]([O:11][CH3:12])=[O:10])=[CH:4][CH:3]=1.C(N(CC)CC)C.CS(Cl)(=O)=O. The catalyst is ClCCl. The product is [Cl:1][C:2]1[CH:3]=[CH:4][C:5]([C:8](=[CH2:13])[C:9]([O:11][CH3:12])=[O:10])=[CH:6][CH:7]=1. The yield is 0.850. (3) The reactants are [C:1]([O:5][C:6]([N:8]1[C:16]2[C:11](=[CH:12][C:13]([CH2:17][CH:18]([NH2:23])[C:19]([O:21][CH3:22])=[O:20])=[CH:14][CH:15]=2)[CH:10]=[N:9]1)=[O:7])([CH3:4])([CH3:3])[CH3:2].C1C(=O)N(OC(ON2C(=O)CCC2=O)=O)[C:26](=[O:27])C1.C(N(CC)C(C)C)(C)C.[NH:51]1[CH2:56][CH2:55][CH:54]([N:57]2[CH2:66][C:65]3[C:60](=[CH:61][CH:62]=[CH:63][CH:64]=3)[NH:59][C:58]2=[O:67])[CH2:53][CH2:52]1. The catalyst is C(Cl)Cl. The product is [C:1]([O:5][C:6]([N:8]1[C:16]2[C:11](=[CH:12][C:13]([CH2:17][CH:18]([C:19]([O:21][CH3:22])=[O:20])[NH:23][C:26]([N:51]3[CH2:52][CH2:53][CH:54]([N:57]4[CH2:66][C:65]5[C:60](=[CH:61][CH:62]=[CH:63][CH:64]=5)[NH:59][C:58]4=[O:67])[CH2:55][CH2:56]3)=[O:27])=[CH:14][CH:15]=2)[CH:10]=[N:9]1)=[O:7])([CH3:3])([CH3:4])[CH3:2]. The yield is 0.470. (4) The reactants are [Cl-].O[NH3+:3].[C:4](=[O:7])([O-])[OH:5].[Na+].CS(C)=O.[CH2:13]([C:17]1[N:18]=[C:19]([CH2:49][CH3:50])[N:20]([C:40]2[CH:41]=[CH:42][C:43]3[O:47][CH2:46][CH2:45][C:44]=3[CH:48]=2)[C:21](=[O:39])[C:22]=1[CH2:23][C:24]1[CH:29]=[CH:28][C:27]([C:30]2[C:31]([C:36]#[N:37])=[CH:32][CH:33]=[CH:34][CH:35]=2)=[CH:26][C:25]=1[F:38])[CH2:14][CH2:15][CH3:16]. The catalyst is C(OCC)(=O)C. The product is [CH2:13]([C:17]1[N:18]=[C:19]([CH2:49][CH3:50])[N:20]([C:40]2[CH:41]=[CH:42][C:43]3[O:47][CH2:46][CH2:45][C:44]=3[CH:48]=2)[C:21](=[O:39])[C:22]=1[CH2:23][C:24]1[CH:29]=[CH:28][C:27]([C:30]2[CH:35]=[CH:34][CH:33]=[CH:32][C:31]=2[C:36]2[NH:3][C:4](=[O:7])[O:5][N:37]=2)=[CH:26][C:25]=1[F:38])[CH2:14][CH2:15][CH3:16]. The yield is 0.920. (5) The reactants are C(N(C)C[CH2:6][CH2:7][CH2:8][CH2:9][CH2:10][O:11][C:12]1[CH:13]=[C:14]2[C:19](=[CH:20][CH:21]=1)[NH:18][CH2:17][CH2:16][CH2:15]2)C=C.[Cl:23][C:24]1[CH:29]=[CH:28][C:27]([S:30](Cl)(=[O:32])=[O:31])=[CH:26][CH:25]=1. No catalyst specified. The product is [CH2:17]([N:18]([CH2:6][CH2:7][CH2:8][CH2:9][CH2:10][O:11][C:12]1[CH:13]=[C:14]2[C:19](=[CH:20][CH:21]=1)[N:18]([S:30]([C:27]1[CH:28]=[CH:29][C:24]([Cl:23])=[CH:25][CH:26]=1)(=[O:32])=[O:31])[CH2:17][CH2:16][CH2:15]2)[CH3:19])[CH:16]=[CH2:15]. The yield is 0.700. (6) The reactants are CN([CH:4]=[O:5])C.O=P(Cl)(Cl)Cl.[CH2:11]([N:18]1[C:30]2[CH:29]=[CH:28][CH:27]=[CH:26][C:25]=2[C:24]2[C:19]1=[CH:20][CH:21]=[CH:22][CH:23]=2)[CH2:12][CH2:13][CH2:14][CH2:15][CH2:16][CH3:17].[C:31]([O-])(=[O:33])C.[Na+]. The catalyst is O. The product is [CH2:11]([N:18]1[C:30]2[CH:29]=[CH:28][C:27]([CH:31]=[O:33])=[CH:26][C:25]=2[C:24]2[C:19]1=[CH:20][CH:21]=[C:22]([CH:4]=[O:5])[CH:23]=2)[CH2:12][CH2:13][CH2:14][CH2:15][CH2:16][CH3:17]. The yield is 0.510. (7) The reactants are [CH2:1]([N:8]1CCN(C2SC(C(O)=O)=C(C)N=2)C1=O)[C:2]1[CH:7]=[CH:6][CH:5]=[CH:4][CH:3]=1.[CH3:23][C:24]1[N:25]=[C:26]([N:32]2[CH2:36][CH2:35][N:34]([CH2:37][C:38]3[CH:43]=[CH:42][C:41]([C:44]([F:47])([F:46])[F:45])=[CH:40][CH:39]=3)[C:33]2=[O:48])[S:27][C:28]=1[C:29]([OH:31])=O.C(N)C1C=CC=CC=1. No catalyst specified. The product is [CH2:1]([NH:8][C:29]([C:28]1[S:27][C:26]([N:32]2[CH2:36][CH2:35][N:34]([CH2:37][C:38]3[CH:43]=[CH:42][C:41]([C:44]([F:45])([F:46])[F:47])=[CH:40][CH:39]=3)[C:33]2=[O:48])=[N:25][C:24]=1[CH3:23])=[O:31])[C:2]1[CH:7]=[CH:6][CH:5]=[CH:4][CH:3]=1. The yield is 0.440. (8) The reactants are [C:1](=[O:19])([O:7][C:8]1[CH:13]=[CH:12][C:11]([C:14]([CH3:17])([CH3:16])[CH3:15])=[C:10]([OH:18])[CH:9]=1)[O:2][C:3]([CH3:6])([CH3:5])[CH3:4].[CH2:20](O)[CH2:21][CH2:22][CH3:23].C1(P(C2C=CC=CC=2)C2C=CC=CC=2)C=CC=CC=1.N(C(OCC)=O)=NC(OCC)=O. No catalyst specified. The product is [C:1](=[O:19])([O:2][C:3]([CH3:6])([CH3:5])[CH3:4])[O:7][C:8]1[CH:13]=[CH:12][C:11]([C:14]([CH3:17])([CH3:16])[CH3:15])=[C:10]([O:18][CH2:20][CH2:21][CH2:22][CH3:23])[CH:9]=1. The yield is 0.660. (9) The reactants are [C:1]([CH2:3][C:4]([O:6][CH3:7])=[O:5])#[N:2].C(N(C(C)C)CC)(C)C.Br[CH:18]([CH3:28])[C:19]([C:21]1[CH:26]=[CH:25][CH:24]=[CH:23][C:22]=1[F:27])=[O:20]. The product is [C:1]([CH:3]([CH:18]([CH3:28])[C:19]([C:21]1[CH:26]=[CH:25][CH:24]=[CH:23][C:22]=1[F:27])=[O:20])[C:4]([O:6][CH3:7])=[O:5])#[N:2]. The catalyst is O1CCCC1. The yield is 0.800. (10) The reactants are [OH:1][C:2]1[CH:9]=[CH:8][C:5]([CH:6]=[O:7])=[CH:4][CH:3]=1.[CH3:10][O:11][CH2:12][CH2:13][O:14][CH2:15]Cl. No catalyst specified. The product is [CH3:10][O:11][CH2:12][CH2:13][O:14][CH2:15][O:1][C:2]1[CH:9]=[CH:8][C:5]([CH:6]=[O:7])=[CH:4][CH:3]=1. The yield is 0.800.